Dataset: Peptide-MHC class II binding affinity with 134,281 pairs from IEDB. Task: Regression. Given a peptide amino acid sequence and an MHC pseudo amino acid sequence, predict their binding affinity value. This is MHC class II binding data. The peptide sequence is FDELELDPPEIEPGV. The MHC is DRB1_0405 with pseudo-sequence DRB1_0405. The binding affinity (normalized) is 0.575.